This data is from Full USPTO retrosynthesis dataset with 1.9M reactions from patents (1976-2016). The task is: Predict the reactants needed to synthesize the given product. (1) Given the product [Cl:29][C:30]1[S:31][C:2]2[C:8]([F:9])=[CH:7][CH:6]=[C:5]([C:10]([F:13])([F:12])[F:11])[C:3]=2[N:4]=1, predict the reactants needed to synthesize it. The reactants are: F[C:2]1[C:8]([F:9])=[CH:7][CH:6]=[C:5]([C:10]([F:13])([F:12])[F:11])[C:3]=1[NH2:4].SC1SC2C(F)=CC=C(C(F)(F)F)C=2N=1.[Cl:29][C:30]1[S:31]C2C=CC(Cl)=CC=2N=1. (2) Given the product [CH:29]([NH:32][C:33](=[O:34])[O:25][CH2:24][C@@H:16]1[O:15][C:14](=[O:26])[N:13]([C:10]2[CH:9]=[CH:8][C:7]([O:6][C:5]3[CH:4]=[CH:3][C:2]([Cl:1])=[CH:28][CH:27]=3)=[CH:12][CH:11]=2)[C@H:17]1[C:18]1[CH:23]=[CH:22][CH:21]=[CH:20][CH:19]=1)([CH3:31])[CH3:30], predict the reactants needed to synthesize it. The reactants are: [Cl:1][C:2]1[CH:28]=[CH:27][C:5]([O:6][C:7]2[CH:12]=[CH:11][C:10]([N:13]3[C@@H:17]([C:18]4[CH:23]=[CH:22][CH:21]=[CH:20][CH:19]=4)[C@H:16]([CH2:24][OH:25])[O:15][C:14]3=[O:26])=[CH:9][CH:8]=2)=[CH:4][CH:3]=1.[CH:29]([N:32]=[C:33]=[O:34])([CH3:31])[CH3:30].O.C(OCC)(=O)C.